Dataset: Catalyst prediction with 721,799 reactions and 888 catalyst types from USPTO. Task: Predict which catalyst facilitates the given reaction. (1) Reactant: [N+:1]([C:4]1[CH:21]=[CH:20][C:7]2[O:8][C:9]3[CH:17]=[C:16]([OH:18])[CH:15]=[C:14]([OH:19])[C:10]=3[C:11](=[O:13])[CH2:12][C:6]=2[CH:5]=1)([O-])=O.[Sn](Cl)Cl.O. The catalyst class is: 714. Product: [NH2:1][C:4]1[CH:21]=[CH:20][C:7]2[O:8][C:9]3[CH:17]=[C:16]([OH:18])[CH:15]=[C:14]([OH:19])[C:10]=3[C:11](=[O:13])[CH2:12][C:6]=2[CH:5]=1. (2) Reactant: [F:1][C:2]1[C:3]([CH3:18])=[C:4]([NH:8][C:9]2[CH:14]=[CH:13][CH:12]=[CH:11][C:10]=2[N+:15]([O-])=O)[CH:5]=[CH:6][CH:7]=1. Product: [F:1][C:2]1[C:3]([CH3:18])=[C:4]([NH:8][C:9]2[C:10]([NH2:15])=[CH:11][CH:12]=[CH:13][CH:14]=2)[CH:5]=[CH:6][CH:7]=1. The catalyst class is: 78. (3) Product: [CH:13]1([N:19]2[C:23]3([CH2:24][CH2:25][N:26]([C:2]([O:4][CH2:5][C:6]4[CH:11]=[CH:10][CH:9]=[CH:8][CH:7]=4)=[O:3])[CH2:27][CH2:28]3)[C:22](=[O:29])[NH:21][CH2:20]2)[CH2:14][CH2:15][CH2:16][CH2:17][CH2:18]1. The catalyst class is: 17. Reactant: Cl[C:2]([O:4][CH2:5][C:6]1[CH:11]=[CH:10][CH:9]=[CH:8][CH:7]=1)=[O:3].Cl.[CH:13]1([N:19]2[C:23]3([CH2:28][CH2:27][NH:26][CH2:25][CH2:24]3)[C:22](=[O:29])[NH:21][CH2:20]2)[CH2:18][CH2:17][CH2:16][CH2:15][CH2:14]1. (4) Reactant: [H-].[Na+].[C:3]([O:7][C:8](=[O:20])[NH:9][CH:10]([C:12]1[CH:13]=[N:14][C:15]([F:19])=[CH:16][C:17]=1[I:18])[CH3:11])([CH3:6])([CH3:5])[CH3:4].I[CH2:22][CH3:23]. Product: [C:3]([O:7][C:8](=[O:20])[N:9]([CH2:22][CH3:23])[CH:10]([C:12]1[CH:13]=[N:14][C:15]([F:19])=[CH:16][C:17]=1[I:18])[CH3:11])([CH3:4])([CH3:5])[CH3:6]. The catalyst class is: 9. (5) Reactant: [F:1][C:2]1[C:10]2[C:6](=[C:7]3[NH:14][C:13](=[O:15])[CH:12]=[C:11]([CH:16]4[CH2:21][CH2:20][N:19](C(OC(C)(C)C)=O)[CH2:18][CH2:17]4)[N:8]3[N:9]=2)[CH:5]=[CH:4][CH:3]=1.[ClH:29]. Product: [ClH:29].[F:1][C:2]1[C:10]2[C:6](=[C:7]3[NH:14][C:13](=[O:15])[CH:12]=[C:11]([CH:16]4[CH2:21][CH2:20][NH:19][CH2:18][CH2:17]4)[N:8]3[N:9]=2)[CH:5]=[CH:4][CH:3]=1. The catalyst class is: 71. (6) Reactant: [CH3:1][O:2][C:3](=[O:11])[C@@H:4]([N:8]=[C:9]=[O:10])[CH:5]([CH3:7])[CH3:6].[CH3:12][O:13][C:14]1[CH:19]=[C:18]([O:20][CH3:21])[CH:17]=[CH:16][C:15]=1[CH2:22][NH2:23].CCN(CC)CC. Product: [CH3:12][O:13][C:14]1[CH:19]=[C:18]([O:20][CH3:21])[CH:17]=[CH:16][C:15]=1[CH2:22][NH:23][C:9](=[O:10])[NH:8][C@@H:4]([CH:5]([CH3:7])[CH3:6])[C:3]([O:2][CH3:1])=[O:11]. The catalyst class is: 22. (7) Reactant: [CH3:13][C:12]([O:11][C:9](O[C:9]([O:11][C:12]([CH3:15])([CH3:14])[CH3:13])=[O:10])=[O:10])([CH3:15])[CH3:14].[Br:16][C:17]1[CH:18]=[C:19]2[C:23](=[CH:24][CH:25]=1)[NH:22][CH:21]=[CH:20]2.CCN(CC)CC. Product: [Br:16][C:17]1[CH:18]=[C:19]2[C:23](=[CH:24][CH:25]=1)[N:22]([C:9]([O:11][C:12]([CH3:13])([CH3:14])[CH3:15])=[O:10])[CH:21]=[CH:20]2. The catalyst class is: 4. (8) Reactant: [O:1]=[S:2]1(=[O:17])[CH2:7][C:6](=[O:8])[NH:5][C:4]2[CH:9]=[C:10]([CH2:13][C:14]([OH:16])=O)[CH:11]=[CH:12][C:3]1=2.CCN=C=NCCCN(C)C.C1C=CC2N(O)N=NC=2C=1.[Si:39]([O:46][C@H:47]1[CH2:51][CH2:50][N:49]([CH2:52][C@@H:53]([NH:65][CH2:66][CH3:67])[C:54]2[CH:59]=[CH:58][CH:57]=[C:56]([O:60][C:61]([F:64])([F:63])[F:62])[CH:55]=2)[CH2:48]1)([C:42]([CH3:45])([CH3:44])[CH3:43])([CH3:41])[CH3:40]. Product: [Si:39]([O:46][C@H:47]1[CH2:51][CH2:50][N:49]([CH2:52][C@@H:53]([N:65]([CH2:66][CH3:67])[C:14](=[O:16])[CH2:13][C:10]2[CH:11]=[CH:12][C:3]3[S:2](=[O:1])(=[O:17])[CH2:7][C:6](=[O:8])[NH:5][C:4]=3[CH:9]=2)[C:54]2[CH:59]=[CH:58][CH:57]=[C:56]([O:60][C:61]([F:62])([F:64])[F:63])[CH:55]=2)[CH2:48]1)([C:42]([CH3:45])([CH3:44])[CH3:43])([CH3:41])[CH3:40]. The catalyst class is: 42.